From a dataset of Forward reaction prediction with 1.9M reactions from USPTO patents (1976-2016). Predict the product of the given reaction. (1) Given the reactants B(Br)(Br)Br.C[O:6][C:7]1[C:15]2[O:16][CH2:17][CH2:18][C:14]=2[C:13]2[C@H:12]([CH2:19][CH2:20][NH:21][C:22](=[O:25])[CH2:23][CH3:24])[CH2:11][CH2:10][C:9]=2[CH:8]=1, predict the reaction product. The product is: [OH:6][C:7]1[C:15]2[O:16][CH2:17][CH2:18][C:14]=2[C:13]2[C@H:12]([CH2:19][CH2:20][NH:21][C:22](=[O:25])[CH2:23][CH3:24])[CH2:11][CH2:10][C:9]=2[CH:8]=1. (2) Given the reactants Br[C:2]1[CH:14]=[CH:13][C:12]2[C:11]3[C:6](=[CH:7][C:8]([Br:15])=[CH:9][CH:10]=3)[C:5]([CH3:17])([CH3:16])[C:4]=2[CH:3]=1.[C:18]1([C:27]2[CH:32]=[CH:31][CH:30]=[CH:29][CH:28]=2)[CH:23]=[CH:22][CH:21]=[CH:20][C:19]=1B(O)O.C([O-])([O-])=O.[Na+].[Na+].CCO, predict the reaction product. The product is: [C:18]1([C:27]2[CH:28]=[CH:29][CH:30]=[CH:31][CH:32]=2)[CH:23]=[CH:22][CH:21]=[CH:20][C:19]=1[C:2]1[CH:14]=[CH:13][C:12]2[C:11]3[C:6](=[CH:7][C:8]([Br:15])=[CH:9][CH:10]=3)[C:5]([CH3:17])([CH3:16])[C:4]=2[CH:3]=1.